From a dataset of Reaction yield outcomes from USPTO patents with 853,638 reactions. Predict the reaction yield, written as a fraction of the theoretical maximum amount of product (1.0 means a 100% yield; for example, 0.34 means a 34% yield). (1) The reactants are [NH:1]1[CH2:6][CH2:5][CH2:4][CH2:3][CH:2]1[CH2:7][OH:8].C(N(CC)CC)C.[S:16](Cl)(Cl)(=[O:18])=[O:17]. The catalyst is ClCCl. The product is [S:16]1(=[O:18])(=[O:17])[N:1]2[CH2:6][CH2:5][CH2:4][CH2:3][CH:2]2[CH2:7][O:8]1. The yield is 0.390. (2) The reactants are [Br:1][C:2]1[C:3]([CH3:9])=[C:4]([CH:6]=[CH:7][CH:8]=1)[NH2:5].C([O-])(=O)C.[K+].C(OC(=O)C)(=O)C.C1OCCOCCOCCOCCOCCOC1.[N:40](OCCC(C)C)=O. The catalyst is C(Cl)(Cl)Cl. The product is [Br:1][C:2]1[CH:8]=[CH:7][CH:6]=[C:4]2[C:3]=1[CH:9]=[N:40][NH:5]2. The yield is 0.400. (3) The reactants are [C:1]([C:3]1[CH:8]=[CH:7][C:6]([N:9]2[C:16](=[O:17])[C:12]3([CH2:15][CH2:14][CH2:13]3)[N:11]([C:18]3[CH:23]=[CH:22][C:21]([CH2:24]OS(C)(=O)=O)=[CH:20][CH:19]=3)[C:10]2=[S:30])=[CH:5][C:4]=1[C:31]([F:34])([F:33])[F:32])#[N:2].[CH3:35][NH:36][CH3:37]. The catalyst is C1COCC1. The product is [CH3:35][N:36]([CH2:24][C:21]1[CH:20]=[CH:19][C:18]([N:11]2[C:10](=[S:30])[N:9]([C:6]3[CH:7]=[CH:8][C:3]([C:1]#[N:2])=[C:4]([C:31]([F:32])([F:34])[F:33])[CH:5]=3)[C:16](=[O:17])[C:12]32[CH2:15][CH2:14][CH2:13]3)=[CH:23][CH:22]=1)[CH3:37]. The yield is 0.950. (4) The reactants are Br[CH:2]([C:7]1[CH:12]=[CH:11][CH:10]=[CH:9][CH:8]=1)[C:3]([CH3:6])([CH3:5])[CH3:4].[C:13]([O-:16])(=[S:15])[CH3:14].[K+]. The catalyst is CN(C=O)C. The product is [CH3:4][C:3]([CH3:6])([CH3:5])[CH:2]([S:15][C:13](=[O:16])[CH3:14])[C:7]1[CH:12]=[CH:11][CH:10]=[CH:9][CH:8]=1. The yield is 0.990. (5) The reactants are C([Li])CCC.Br[C:7]1[CH:8]=[CH:9][CH:10]=[C:11]2[C:16]=1[CH2:15][N:14]([CH3:17])[CH2:13][CH2:12]2.[S:18](=[O:20])=[O:19].[Cl:21]NC(=O)CCC(N)=O. The catalyst is O1CCCC1.CCCCCC.ClCCl. The product is [CH3:17][N:14]1[CH2:13][CH2:12][C:11]2[C:16](=[C:7]([S:18]([Cl:21])(=[O:20])=[O:19])[CH:8]=[CH:9][CH:10]=2)[CH2:15]1. The yield is 0.440.